Task: Predict the reactants needed to synthesize the given product.. Dataset: Full USPTO retrosynthesis dataset with 1.9M reactions from patents (1976-2016) (1) The reactants are: CI.CBr.CCl.[C:7]1([CH3:18])[CH:12]=[CH:11][C:10]([S:13]([O:16]C)(=[O:15])=[O:14])=[CH:9][CH:8]=1.CN(C)C(N(C)C)=O. Given the product [C:7]1([CH3:18])[CH:8]=[CH:9][C:10]([S:13]([OH:16])(=[O:14])=[O:15])=[CH:11][CH:12]=1, predict the reactants needed to synthesize it. (2) Given the product [Cl:1][C:2]1[CH:7]=[C:6]([C:8]2[CH:13]=[N:12][CH:11]=[C:10]([CH3:14])[N:9]=2)[CH:5]=[CH:4][C:3]=1[C:15]1[C:27](=[O:28])[N:26]([CH2:29][CH2:30][N:31]2[CH2:36][CH2:35][N:34]([CH3:37])[CH2:33][CH2:32]2)[C:18]2[N:19]=[C:20]([NH:40][CH2:38][CH3:39])[N:21]=[CH:22][C:17]=2[CH:16]=1, predict the reactants needed to synthesize it. The reactants are: [Cl:1][C:2]1[CH:7]=[C:6]([C:8]2[CH:13]=[N:12][CH:11]=[C:10]([CH3:14])[N:9]=2)[CH:5]=[CH:4][C:3]=1[C:15]1[C:27](=[O:28])[N:26]([CH2:29][CH2:30][N:31]2[CH2:36][CH2:35][N:34]([CH3:37])[CH2:33][CH2:32]2)[C:18]2[N:19]=[C:20](S(C)=O)[N:21]=[CH:22][C:17]=2[CH:16]=1.[CH2:38]([NH2:40])[CH3:39].C(Cl)Cl.